Task: Predict the reactants needed to synthesize the given product.. Dataset: Full USPTO retrosynthesis dataset with 1.9M reactions from patents (1976-2016) (1) The reactants are: [C:1]([NH:5][C:6]1[C:15]2[C:10](=[C:11]([NH2:16])[CH:12]=[CH:13][CH:14]=2)[N:9]=[CH:8][N:7]=1)([CH3:4])([CH3:3])[CH3:2].[CH3:17][C:18]1[C:26]([CH2:27][NH:28][C:29](=[O:34])[C:30]([CH3:33])([CH3:32])[CH3:31])=[CH:25][CH:24]=[C:23]([CH3:35])[C:19]=1[C:20](O)=[O:21].C(Cl)(=O)C(Cl)=O.CCN(C(C)C)C(C)C. Given the product [C:1]([NH:5][C:6]1[C:15]2[C:10](=[C:11]([NH:16][C:20](=[O:21])[C:19]3[C:23]([CH3:35])=[CH:24][CH:25]=[C:26]([CH2:27][NH:28][C:29](=[O:34])[C:30]([CH3:31])([CH3:32])[CH3:33])[C:18]=3[CH3:17])[CH:12]=[CH:13][CH:14]=2)[N:9]=[CH:8][N:7]=1)([CH3:4])([CH3:2])[CH3:3], predict the reactants needed to synthesize it. (2) Given the product [F:25][C:24]([F:27])([F:26])[C:20]([OH:33])=[O:35].[C:1]([C:3]1[CH:8]=[CH:7][C:6]([CH:9]2[C:14]([C:15]#[N:16])=[C:13]([CH3:17])[N:12]([C:18]3[CH:23]=[CH:22][CH:21]=[C:20]([C:24]([F:27])([F:26])[F:25])[CH:19]=3)[C:11]([NH:36][NH2:37])=[N:10]2)=[CH:5][CH:4]=1)#[N:2], predict the reactants needed to synthesize it. The reactants are: [C:1]([C:3]1[CH:8]=[CH:7][C:6]([CH:9]2[C:14]([C:15]#[N:16])=[C:13]([CH3:17])[N:12]([C:18]3[CH:23]=[CH:22][CH:21]=[C:20]([C:24]([F:27])([F:26])[F:25])[CH:19]=3)[C:11](=S)[NH:10]2)=[CH:5][CH:4]=1)#[N:2].C([O:33]O)(C)(C)C.[OH2:35].[NH2:36][NH2:37].